Dataset: Full USPTO retrosynthesis dataset with 1.9M reactions from patents (1976-2016). Task: Predict the reactants needed to synthesize the given product. Given the product [CH3:22][S:23]([N:17]1[CH2:18][CH2:19][C:13]2[CH:12]=[C:11]([O:10][CH2:9][CH2:8][CH2:7][N:1]3[CH2:2][CH2:3][CH2:4][CH2:5][CH2:6]3)[CH:21]=[CH:20][C:14]=2[CH2:15][CH2:16]1)(=[O:25])=[O:24], predict the reactants needed to synthesize it. The reactants are: [N:1]1([CH2:7][CH2:8][CH2:9][O:10][C:11]2[CH:21]=[CH:20][C:14]3[CH2:15][CH2:16][NH:17][CH2:18][CH2:19][C:13]=3[CH:12]=2)[CH2:6][CH2:5][CH2:4][CH2:3][CH2:2]1.[CH3:22][S:23](Cl)(=[O:25])=[O:24].